This data is from Reaction yield outcomes from USPTO patents with 853,638 reactions. The task is: Predict the reaction yield, written as a fraction of the theoretical maximum amount of product (1.0 means a 100% yield; for example, 0.34 means a 34% yield). (1) The reactants are [Br:1][C:2]1[CH:3]=[C:4]([C:8]2[C:22]([C:23](=O)/[CH:24]=[CH:25]/N(C)C)=[C:11]3[CH:12]=[CH:13][CH:14]=[C:15]([NH:16][CH:17]4[CH2:21][CH2:20][CH2:19][CH2:18]4)[N:10]3[N:9]=2)[CH:5]=[CH:6][CH:7]=1.S(O)(O)(=O)=O.[NH2:35][C:36]([NH2:38])=[NH:37]. No catalyst specified. The product is [NH2:37][C:36]1[N:38]=[C:23]([C:22]2[C:8]([C:4]3[CH:5]=[CH:6][CH:7]=[C:2]([Br:1])[CH:3]=3)=[N:9][N:10]3[C:15]([NH:16][CH:17]4[CH2:18][CH2:19][CH2:20][CH2:21]4)=[CH:14][CH:13]=[CH:12][C:11]=23)[CH:24]=[CH:25][N:35]=1. The yield is 0.770. (2) The reactants are [O:1]1[C:5]2([CH2:10][CH2:9][CH:8]([NH:11][C:12]3[CH:17]=[CH:16][CH:15]=[CH:14][C:13]=3[OH:18])[CH2:7][CH2:6]2)[O:4][CH2:3][CH2:2]1.[Br:19]N1C(=O)CCC1=O. The catalyst is CN(C=O)C. The product is [Br:19][C:15]1[CH:16]=[CH:17][C:12]([NH:11][CH:8]2[CH2:9][CH2:10][C:5]3([O:4][CH2:3][CH2:2][O:1]3)[CH2:6][CH2:7]2)=[C:13]([OH:18])[CH:14]=1. The yield is 0.329. (3) The reactants are [CH2:1]([N:8]1[CH2:13][CH2:12][CH2:11][CH:10]([CH:14]2[CH2:19][CH2:18][CH2:17][CH:16]=[CH:15]2)[C:9]1=[O:20])[C:2]1[CH:7]=[CH:6][CH:5]=[CH:4][CH:3]=1. The catalyst is [Pd].C(O)C. The product is [CH2:1]([N:8]1[CH2:13][CH2:12][CH2:11][CH:10]([CH:14]2[CH2:15][CH2:16][CH2:17][CH2:18][CH2:19]2)[C:9]1=[O:20])[C:2]1[CH:7]=[CH:6][CH:5]=[CH:4][CH:3]=1. The yield is 0.980. (4) The reactants are [CH3:1][C:2]1[C:7]([C:8](=[O:21])[CH2:9][O:10][C:11]2[CH:16]=[CH:15][C:14]([CH2:17][C:18]([OH:20])=O)=[CH:13][CH:12]=2)=[CH:6][CH:5]=[CH:4][N:3]=1.C(Cl)CCl.C1C=CC2N(O)N=NC=2C=1.[CH3:36][C:37]1[CH:42]=[C:41]([CH3:43])[CH:40]=[CH:39][C:38]=1[CH:44]([C:46]1[CH:51]=[CH:50][CH:49]=[CH:48][CH:47]=1)[NH2:45]. The catalyst is ClCCl. The product is [CH3:36][C:37]1[CH:42]=[C:41]([CH3:43])[CH:40]=[CH:39][C:38]=1[CH:44]([C:46]1[CH:51]=[CH:50][CH:49]=[CH:48][CH:47]=1)[NH:45][C:18](=[O:20])[CH2:17][C:14]1[CH:13]=[CH:12][C:11]([O:10][CH2:9][C:8]([C:7]2[C:2]([CH3:1])=[N:3][CH:4]=[CH:5][CH:6]=2)=[O:21])=[CH:16][CH:15]=1. The yield is 0.450. (5) The reactants are [O:1]1[C:5]2[CH:6]=[CH:7][C:8]([CH2:10][NH:11][C:12]([C:14]3[CH:15]=[C:16]4[C:21](=[CH:22][CH:23]=3)[N:20]([CH3:24])[C:19](=[O:25])[NH:18][C:17]4=[O:26])=[O:13])=[CH:9][C:4]=2[O:3][CH2:2]1.CN(C=O)C.C([O-])([O-])=O.[K+].[K+].[CH2:38](Br)[CH:39]=[CH:40][C:41]1[CH:46]=[CH:45][CH:44]=[CH:43][CH:42]=1. The catalyst is CCOCC.CS(C)=O.C(Cl)Cl.CO. The product is [O:1]1[C:5]2[CH:6]=[CH:7][C:8]([CH2:10][NH:11][C:12]([C:14]3[CH:15]=[C:16]4[C:21](=[CH:22][CH:23]=3)[N:20]([CH3:24])[C:19](=[O:25])[N:18]([CH2:38]/[CH:39]=[CH:40]/[C:41]3[CH:46]=[CH:45][CH:44]=[CH:43][CH:42]=3)[C:17]4=[O:26])=[O:13])=[CH:9][C:4]=2[O:3][CH2:2]1. The yield is 0.510.